From a dataset of Experimentally validated miRNA-target interactions with 360,000+ pairs, plus equal number of negative samples. Binary Classification. Given a miRNA mature sequence and a target amino acid sequence, predict their likelihood of interaction. (1) The miRNA is hsa-miR-423-5p with sequence UGAGGGGCAGAGAGCGAGACUUU. The protein sequence of the target gene is MASRSKRRAVESGVPQPPDPPVQRDEEEEKEVENEDEDDDDSDKEKDEEDEVIDEEVNIEFEAYSLSDNDYDGIKKLLQQLFLKAPVNTAELTDLLIQQNHIGSVIKQTDVSEDSNDDMDEDEVFGFISLLNLTERKGTQCVEQIQELVLRFCEKNCEKSMVEQLDKFLNDTTKPVGLLLSERFINVPPQIALPMYQQLQKELAGAHRTNKPCGKCYFYLLISKTFVEAGKNNSKKKPSNKKKAALMFANAEEEFFYEKAILKFNYSVQEESDTCLGGKWSFDDVPMTPLRTVMLIPGDK.... Result: 1 (interaction). (2) The miRNA is hsa-miR-4743-3p with sequence UUUCUGUCUUUUCUGGUCCAG. The protein sequence of the target gene is MAAPVLLRVSVPRWERVARYAVCAAGILLSIYAYHVEREKERDPEHRALCDLGPWVKCSAALASRWGRGFGLLGSIFGKDGVLNQPNSVFGLIFYILQLLLGMTASAVAALILMTSSIMSVVGSLYLAYILYFVLKEFCIICIVTYVLNFLLLIINYKRLVYLNEAWKRQLQPKQD. Result: 1 (interaction). (3) The miRNA is hsa-miR-92a-3p with sequence UAUUGCACUUGUCCCGGCCUGU. The protein sequence of the target gene is MAGSYPEGAPAVLADKRQQFGSRFLRDPARVFHHNAWDNVEWSEEQAAAAERKVQENSIQRVCQEKQVDYEINAHKYWNDFYKIHENGFFKDRHWLFTEFPELAPSQNQNHLKDWFLENKSEVPECRNNEDGPGLIMEEQHKCSSKSLEHKTQTLPVEENVTQKISDLEICADEFPGSSATYRILEVGCGVGNTVFPILQTNNDPGLFVYCCDFSSTAIELVQTNSEYDPSRCFAFVHDLCDEEKSYPVPKGSLDIIILIFVLSAIVPDKMQKAINRLSRLLKPGGMMLLRDYGRYDMAQ.... Result: 1 (interaction). (4) The miRNA is hsa-miR-4301 with sequence UCCCACUACUUCACUUGUGA. The protein sequence of the target gene is MSSKGSVVLAYSGGLDTSCILVWLKEQGYDVIAYLANIGQKEDFEEARKKALKLGAKKVFIEDVSKEFVEEFIWPAVQSSALYEDRYLLGTSLARPCIARRQVEIAQREGAKYVSHGATGKGNDQVRFELTCYSLAPQIKVIAPWRMPEFYNRFKGRNDLMEYAKQHGIPIPVTPKSPWSMDENLMHISYEAGILENPKNQAPPGLYTKTQDPAKAPNSPDVLEIEFKKGVPVKVTNIKDGTTRTTSLELFMYLNEVAGKHGVGRIDIVENRFIGMKSRGIYETPAGTILYHAHLDIEAF.... Result: 0 (no interaction).